Task: Regression/Classification. Given a drug SMILES string, predict its toxicity properties. Task type varies by dataset: regression for continuous values (e.g., LD50, hERG inhibition percentage) or binary classification for toxic/non-toxic outcomes (e.g., AMES mutagenicity, cardiotoxicity, hepatotoxicity). Dataset: ames.. Dataset: Ames mutagenicity test results for genotoxicity prediction The molecule is Cc1ccc(N=Nc2c(O)ccc3ccccc23)c(C)c1. The result is 1 (mutagenic).